Dataset: Full USPTO retrosynthesis dataset with 1.9M reactions from patents (1976-2016). Task: Predict the reactants needed to synthesize the given product. (1) Given the product [Br:1][C:2]1[CH:28]=[CH:27][C:5]([O:6][C:7]2[C:8]3[CH:24]=[CH:23][C:22]([O:25][CH3:26])=[CH:21][C:9]=3[S:10][C:11]=2[C:12]2[CH:13]=[CH:14][C:15]([O:18][CH3:19])=[CH:16][CH:17]=2)=[CH:4][CH:3]=1, predict the reactants needed to synthesize it. The reactants are: [Br:1][C:2]1[CH:28]=[CH:27][C:5]([O:6][C:7]2[C:8]3[CH:24]=[CH:23][C:22]([O:25][CH3:26])=[CH:21][C:9]=3[S:10](=O)[C:11]=2[C:12]2[CH:17]=[CH:16][C:15]([O:18][CH3:19])=[CH:14][CH:13]=2)=[CH:4][CH:3]=1.[H-].[H-].[H-].[H-].[Li+].[Al+3].OS([O-])(=O)=O.[Na+]. (2) Given the product [Br:30][C:31]1[C:36]([Cl:37])=[CH:35][C:34]([C:2]2[C:11]3[C:6](=[CH:7][C:8]([S:12]([N:15]([C:25]4[CH:29]=[CH:28][O:27][N:26]=4)[CH2:16][C:17]4[CH:22]=[CH:21][C:20]([O:23][CH3:24])=[CH:19][CH:18]=4)(=[O:13])=[O:14])=[CH:9][CH:10]=3)[N:5]=[CH:4][N:3]=2)=[C:33]([O:41][CH3:42])[CH:32]=1, predict the reactants needed to synthesize it. The reactants are: Cl[C:2]1[C:11]2[C:6](=[CH:7][C:8]([S:12]([N:15]([C:25]3[CH:29]=[CH:28][O:27][N:26]=3)[CH2:16][C:17]3[CH:22]=[CH:21][C:20]([O:23][CH3:24])=[CH:19][CH:18]=3)(=[O:14])=[O:13])=[CH:9][CH:10]=2)[N:5]=[CH:4][N:3]=1.[Br:30][C:31]1[C:36]([Cl:37])=[CH:35][C:34](B(O)O)=[C:33]([O:41][CH3:42])[CH:32]=1.C(=O)([O-])[O-].[K+].[K+].O1CCOCC1. (3) Given the product [Br:1][C:2]1[CH:9]=[CH:8][C:5]([CH2:6][N:11]2[CH2:15][CH2:14][C@@H:13]([OH:16])[CH2:12]2)=[C:4]([F:10])[CH:3]=1, predict the reactants needed to synthesize it. The reactants are: [Br:1][C:2]1[CH:9]=[CH:8][C:5]([CH:6]=O)=[C:4]([F:10])[CH:3]=1.[NH:11]1[CH2:15][CH2:14][C@@H:13]([OH:16])[CH2:12]1.C(O[BH-](OC(=O)C)OC(=O)C)(=O)C.[Na+]. (4) Given the product [CH3:22][N:23]1[C:27]([C:28]([N:1]2[CH2:2][CH2:3][C:4]3([O:11][C:10]4[C:12]5[C:17]([C:18](=[O:21])[C:19](=[O:20])[C:9]=4[S:8][CH2:7]3)=[CH:16][CH:15]=[CH:14][CH:13]=5)[CH2:5][CH2:6]2)=[O:29])=[CH:26][C:25]([CH3:31])=[N:24]1, predict the reactants needed to synthesize it. The reactants are: [NH:1]1[CH2:6][CH2:5][C:4]2([O:11][C:10]3[C:12]4[C:17]([C:18](=[O:21])[C:19](=[O:20])[C:9]=3[S:8][CH2:7]2)=[CH:16][CH:15]=[CH:14][CH:13]=4)[CH2:3][CH2:2]1.[CH3:22][N:23]1[C:27]([C:28](Cl)=[O:29])=[CH:26][C:25]([CH3:31])=[N:24]1. (5) Given the product [CH2:23]([NH:26][C:27](=[O:59])[CH:28]([CH:56]([CH3:58])[CH3:57])[CH2:29][CH:30]([OH:55])[CH:31]([NH2:52])[CH2:32][CH:33]([CH2:37][C:38]1[CH:43]=[CH:42][C:41]([O:44][CH3:45])=[C:40]([O:46][CH2:47][CH2:48][CH2:49][O:50][CH3:51])[CH:39]=1)[CH:34]([CH3:36])[CH3:35])[C:24]#[CH:25], predict the reactants needed to synthesize it. The reactants are: CO.N.C1(P(C2C=CC=CC=2)C2C=CC=CC=2)C=CC=CC=1.[CH2:23]([NH:26][C:27](=[O:59])[CH:28]([CH:56]([CH3:58])[CH3:57])[CH2:29][CH:30]([OH:55])[CH:31]([N:52]=[N+]=[N-])[CH2:32][CH:33]([CH2:37][C:38]1[CH:43]=[CH:42][C:41]([O:44][CH3:45])=[C:40]([O:46][CH2:47][CH2:48][CH2:49][O:50][CH3:51])[CH:39]=1)[CH:34]([CH3:36])[CH3:35])[C:24]#[CH:25].